Regression. Given a peptide amino acid sequence and an MHC pseudo amino acid sequence, predict their binding affinity value. This is MHC class I binding data. From a dataset of Peptide-MHC class I binding affinity with 185,985 pairs from IEDB/IMGT. (1) The peptide sequence is LVKDESIQL. The MHC is HLA-A02:06 with pseudo-sequence HLA-A02:06. The binding affinity (normalized) is 0.330. (2) The peptide sequence is GAGVASADP. The MHC is HLA-A68:02 with pseudo-sequence HLA-A68:02. The binding affinity (normalized) is 0.158. (3) The peptide sequence is KGVENPGGYCL. The MHC is H-2-Db with pseudo-sequence H-2-Db. The binding affinity (normalized) is 0.405. (4) The peptide sequence is TPALATRGF. The MHC is HLA-A01:01 with pseudo-sequence HLA-A01:01. The binding affinity (normalized) is 0.0847. (5) The MHC is HLA-A68:02 with pseudo-sequence HLA-A68:02. The peptide sequence is NIREGTHVL. The binding affinity (normalized) is 0.420. (6) The peptide sequence is IPRACQKSL. The MHC is HLA-B15:01 with pseudo-sequence HLA-B15:01. The binding affinity (normalized) is 0.0847. (7) The peptide sequence is TIVSRSSRGV. The MHC is HLA-A02:02 with pseudo-sequence HLA-A02:02. The binding affinity (normalized) is 0.218.